From a dataset of Forward reaction prediction with 1.9M reactions from USPTO patents (1976-2016). Predict the product of the given reaction. (1) Given the reactants Br[C:2]1[C:3]2[C:8]([CH:9]=[C:10]3[C:15]=1[CH:14]=[CH:13][CH:12]=[CH:11]3)=[CH:7][CH:6]=[CH:5][CH:4]=2.[C:16]1(B(O)O)[CH:21]=[CH:20][CH:19]=[CH:18][CH:17]=1.O, predict the reaction product. The product is: [C:16]1([C:2]2[C:3]3[C:8]([CH:9]=[C:10]4[C:15]=2[CH:14]=[CH:13][CH:12]=[CH:11]4)=[CH:7][CH:6]=[CH:5][CH:4]=3)[CH:21]=[CH:20][CH:19]=[CH:18][CH:17]=1. (2) Given the reactants Br[CH2:2][CH2:3][CH2:4][OH:5].[NH:6]1[CH2:10][CH2:9][CH2:8][C@H:7]1[C:11]([NH2:13])=[O:12].C(=O)([O-])[O-].[K+].[K+], predict the reaction product. The product is: [OH:5][CH2:4][CH2:3][CH2:2][N:6]1[CH2:10][CH2:9][CH2:8][C@H:7]1[C:11]([NH2:13])=[O:12]. (3) Given the reactants [CH2:1]([O:3][C:4]([C:6]1[C:7]([CH2:11][O:12]C(C)(C)C)=[N:8][NH:9][CH:10]=1)=[O:5])[CH3:2].FC(F)(F)C(O)=O, predict the reaction product. The product is: [CH2:1]([O:3][C:4]([C:6]1[C:7]([CH2:11][OH:12])=[N:8][NH:9][CH:10]=1)=[O:5])[CH3:2]. (4) Given the reactants [NH2:1][C:2]1[CH:3]=[C:4]([O:16][CH2:17][CH2:18][CH2:19][O:20][CH3:21])[CH:5]=[C:6]2[C:10]=1[NH:9][C:8]([C:11]([O:13][CH2:14][CH3:15])=[O:12])=[CH:7]2.[N:22]1[CH:27]=[CH:26][CH:25]=[CH:24][C:23]=1[S:28](Cl)(=[O:30])=[O:29], predict the reaction product. The product is: [CH3:21][O:20][CH2:19][CH2:18][CH2:17][O:16][C:4]1[CH:5]=[C:6]2[C:10](=[C:2]([NH:1][S:28]([C:23]3[CH:24]=[CH:25][CH:26]=[CH:27][N:22]=3)(=[O:30])=[O:29])[CH:3]=1)[NH:9][C:8]([C:11]([O:13][CH2:14][CH3:15])=[O:12])=[CH:7]2. (5) Given the reactants [NH2:1][C:2]1[CH:3]=[C:4]([C:9]2[CH:10]=[C:11]3[CH:18]=[CH:17][N:16](C(OC(C)(C)C)=O)[C:12]3=[N:13][C:14]=2[CH3:15])[CH:5]=[N:6][C:7]=1[Cl:8].[C:26]1([S:32](Cl)(=[O:34])=[O:33])[CH:31]=[CH:30][CH:29]=[CH:28][CH:27]=1, predict the reaction product. The product is: [Cl:8][C:7]1[C:2]([NH:1][S:32]([C:26]2[CH:31]=[CH:30][CH:29]=[CH:28][CH:27]=2)(=[O:34])=[O:33])=[CH:3][C:4]([C:9]2[CH:10]=[C:11]3[CH:18]=[CH:17][NH:16][C:12]3=[N:13][C:14]=2[CH3:15])=[CH:5][N:6]=1. (6) Given the reactants [NH2:1][C:2]1[C:11]2[C:6](=[CH:7][CH:8]=[CH:9][CH:10]=2)[C:5]([Br:12])=[CH:4][CH:3]=1.Cl.[N:14]([O-])=O.[Na+].[OH-].[Na+].[C:20]1([SH:26])[CH:25]=[CH:24][CH:23]=[CH:22][CH:21]=1.[OH-], predict the reaction product. The product is: [Br:12][C:5]1[C:6]2[C:11](=[CH:10][CH:9]=[CH:8][CH:7]=2)[C:2]([N:1]=[N:14][S:26][C:20]2[CH:25]=[CH:24][CH:23]=[CH:22][CH:21]=2)=[CH:3][CH:4]=1. (7) Given the reactants Cl.[C:2]([C:4]1[C:5]([CH3:19])=[CH:6][C:7]([C:10]([NH:12][CH:13]2[CH2:18][CH2:17][NH:16][CH2:15][CH2:14]2)=[O:11])=[N:8][CH:9]=1)#[N:3].[CH3:20][C:21]1[C:29]2[CH2:28][O:27][C:26](=[O:30])[C:25]=2[CH:24]=[CH:23][C:22]=1[C@@H:31]1[CH2:33][O:32]1, predict the reaction product. The product is: [C:2]([C:4]1[C:5]([CH3:19])=[CH:6][C:7]([C:10]([NH:12][CH:13]2[CH2:18][CH2:17][N:16]([CH2:33][C@H:31]([OH:32])[C:22]3[C:21]([CH3:20])=[C:29]4[C:25](=[CH:24][CH:23]=3)[C:26](=[O:30])[O:27][CH2:28]4)[CH2:15][CH2:14]2)=[O:11])=[N:8][CH:9]=1)#[N:3]. (8) Given the reactants [CH3:1][N:2]([C:7]1[CH:8]=[C:9]([CH:22]=[C:23]([CH2:25]Br)[CH:24]=1)[C:10]([NH:12][C@@H:13]([C:15]1[CH:20]=[CH:19][C:18]([F:21])=[CH:17][CH:16]=1)[CH3:14])=[O:11])[S:3]([CH3:6])(=[O:5])=[O:4].[NH2:27][C:28]([CH2:38][C:39]1[CH:44]=[CH:43][CH:42]=[CH:41][CH:40]=1)([CH2:31][C:32]1[CH:37]=[CH:36][CH:35]=[CH:34][CH:33]=1)[CH2:29][OH:30].NC(CC1C=CC=CC=1)(CCCC)COCC1C=C(C=C(N(C)S(C)(=O)=O)C=1)C(N[C@@H](C1C=CC(F)=CC=1)C)=O, predict the reaction product. The product is: [NH2:27][C:28]([CH2:38][C:39]1[CH:44]=[CH:43][CH:42]=[CH:41][CH:40]=1)([CH2:31][C:32]1[CH:37]=[CH:36][CH:35]=[CH:34][CH:33]=1)[CH2:29][O:30][CH2:25][C:23]1[CH:22]=[C:9]([CH:8]=[C:7]([N:2]([CH3:1])[S:3]([CH3:6])(=[O:5])=[O:4])[CH:24]=1)[C:10]([NH:12][C@@H:13]([C:15]1[CH:20]=[CH:19][C:18]([F:21])=[CH:17][CH:16]=1)[CH3:14])=[O:11]. (9) The product is: [CH2:1]([N:5]([CH2:28][C:29]1[CH:34]=[CH:33][CH:32]=[C:31]([O:35][CH3:36])[C:30]=1[O:37][CH3:38])[C:6](=[O:27])[CH2:7][CH2:8][C:9]1[CH:26]=[CH:25][C:12]([O:13][CH2:14][C:15]2[CH:24]=[CH:23][CH:22]=[CH:21][C:16]=2[C:17]([OH:19])=[O:18])=[CH:11][CH:10]=1)[CH2:2][CH2:3][CH3:4]. Given the reactants [CH2:1]([N:5]([CH2:28][C:29]1[CH:34]=[CH:33][CH:32]=[C:31]([O:35][CH3:36])[C:30]=1[O:37][CH3:38])[C:6](=[O:27])[CH2:7][CH2:8][C:9]1[CH:26]=[CH:25][C:12]([O:13][CH2:14][C:15]2[CH:24]=[CH:23][CH:22]=[CH:21][C:16]=2[C:17]([O:19]C)=[O:18])=[CH:11][CH:10]=1)[CH2:2][CH2:3][CH3:4].[Li+].[OH-].CCOC(C)=O, predict the reaction product. (10) Given the reactants [CH2:1]([NH:8][C:9]1[N:14]2[N:15]=[CH:16][C:17]([C:18]([OH:20])=O)=[C:13]2[N:12]=[CH:11][C:10]=1[C:21]([N:23]1[CH2:28][CH2:27][C:26]2([C:36]3[C:31](=[CH:32][CH:33]=[CH:34][CH:35]=3)[CH2:30][O:29]2)[CH2:25][CH2:24]1)=[O:22])[C:2]1[CH:7]=[CH:6][CH:5]=[CH:4][CH:3]=1.[CH3:37][S:38]([NH2:41])(=[O:40])=[O:39], predict the reaction product. The product is: [CH2:1]([NH:8][C:9]1[N:14]2[N:15]=[CH:16][C:17]([C:18]([NH:41][S:38]([CH3:37])(=[O:40])=[O:39])=[O:20])=[C:13]2[N:12]=[CH:11][C:10]=1[C:21]([N:23]1[CH2:28][CH2:27][C:26]2([C:36]3[C:31](=[CH:32][CH:33]=[CH:34][CH:35]=3)[CH2:30][O:29]2)[CH2:25][CH2:24]1)=[O:22])[C:2]1[CH:7]=[CH:6][CH:5]=[CH:4][CH:3]=1.